From a dataset of NCI-60 drug combinations with 297,098 pairs across 59 cell lines. Regression. Given two drug SMILES strings and cell line genomic features, predict the synergy score measuring deviation from expected non-interaction effect. (1) Drug 1: C1CCC(CC1)NC(=O)N(CCCl)N=O. Drug 2: CC1=C(C(=O)C2=C(C1=O)N3CC4C(C3(C2COC(=O)N)OC)N4)N. Cell line: A549. Synergy scores: CSS=39.0, Synergy_ZIP=-5.75, Synergy_Bliss=-4.51, Synergy_Loewe=-14.6, Synergy_HSA=-0.921. (2) Drug 1: CC1C(C(=O)NC(C(=O)N2CCCC2C(=O)N(CC(=O)N(C(C(=O)O1)C(C)C)C)C)C(C)C)NC(=O)C3=C4C(=C(C=C3)C)OC5=C(C(=O)C(=C(C5=N4)C(=O)NC6C(OC(=O)C(N(C(=O)CN(C(=O)C7CCCN7C(=O)C(NC6=O)C(C)C)C)C)C(C)C)C)N)C. Drug 2: CCC(=C(C1=CC=CC=C1)C2=CC=C(C=C2)OCCN(C)C)C3=CC=CC=C3.C(C(=O)O)C(CC(=O)O)(C(=O)O)O. Cell line: RPMI-8226. Synergy scores: CSS=80.4, Synergy_ZIP=22.6, Synergy_Bliss=22.5, Synergy_Loewe=-37.3, Synergy_HSA=20.5. (3) Drug 1: CC1=C(C=C(C=C1)NC2=NC=CC(=N2)N(C)C3=CC4=NN(C(=C4C=C3)C)C)S(=O)(=O)N.Cl. Drug 2: CN(CC1=CN=C2C(=N1)C(=NC(=N2)N)N)C3=CC=C(C=C3)C(=O)NC(CCC(=O)O)C(=O)O. Cell line: UACC62. Synergy scores: CSS=11.3, Synergy_ZIP=-3.43, Synergy_Bliss=3.37, Synergy_Loewe=-8.58, Synergy_HSA=3.00. (4) Drug 1: C1CCC(CC1)NC(=O)N(CCCl)N=O. Drug 2: COC1=C2C(=CC3=C1OC=C3)C=CC(=O)O2. Cell line: NCIH23. Synergy scores: CSS=9.42, Synergy_ZIP=-6.01, Synergy_Bliss=0.584, Synergy_Loewe=-5.47, Synergy_HSA=0.579. (5) Drug 1: C1CN(P(=O)(OC1)NCCCl)CCCl. Drug 2: N.N.Cl[Pt+2]Cl. Cell line: SF-295. Synergy scores: CSS=37.0, Synergy_ZIP=0.299, Synergy_Bliss=2.04, Synergy_Loewe=-40.4, Synergy_HSA=0.579. (6) Drug 1: CCC1=CC2CC(C3=C(CN(C2)C1)C4=CC=CC=C4N3)(C5=C(C=C6C(=C5)C78CCN9C7C(C=CC9)(C(C(C8N6C)(C(=O)OC)O)OC(=O)C)CC)OC)C(=O)OC.C(C(C(=O)O)O)(C(=O)O)O. Drug 2: COC1=C2C(=CC3=C1OC=C3)C=CC(=O)O2. Cell line: SR. Synergy scores: CSS=76.0, Synergy_ZIP=6.67, Synergy_Bliss=6.42, Synergy_Loewe=-22.5, Synergy_HSA=6.78.